From a dataset of Catalyst prediction with 721,799 reactions and 888 catalyst types from USPTO. Predict which catalyst facilitates the given reaction. (1) Reactant: [Cl:1][C:2]1[C:7]([OH:8])=[CH:6][C:5]([Cl:9])=[C:4]([C:10]2[CH:15]=[CH:14][C:13]([CH3:16])=[CH:12][CH:11]=2)[N:3]=1.O[CH2:18][C@@H:19]1[CH2:23][CH2:22][N:21]([C:24]([O:26][C:27]([CH3:30])([CH3:29])[CH3:28])=[O:25])[CH2:20]1.C1(P(C2C=CC=CC=2)C2C=CC=CC=2)C=CC=CC=1.N(C(OCC)=O)=NC(OCC)=O. Product: [Cl:1][C:2]1[C:7]([O:8][CH2:18][C@@H:19]2[CH2:23][CH2:22][N:21]([C:24]([O:26][C:27]([CH3:28])([CH3:30])[CH3:29])=[O:25])[CH2:20]2)=[CH:6][C:5]([Cl:9])=[C:4]([C:10]2[CH:15]=[CH:14][C:13]([CH3:16])=[CH:12][CH:11]=2)[N:3]=1. The catalyst class is: 7. (2) Reactant: Cl[C:2]1[O:3][C:4]2[C:5](=[C:7]([C:11]([O:13][CH3:14])=[O:12])[CH:8]=[CH:9][CH:10]=2)[N:6]=1.[CH2:15]([N:22]1[CH2:27][C@H:26]([CH3:28])[NH:25][C@@H:24]([CH3:29])[C:23]1=[O:30])[C:16]1[CH:21]=[CH:20][CH:19]=[CH:18][CH:17]=1.C(=O)([O-])[O-].[K+].[K+]. Product: [CH2:15]([N:22]1[CH2:27][C@H:26]([CH3:28])[N:25]([C:2]2[O:3][C:4]3[C:5](=[C:7]([C:11]([O:13][CH3:14])=[O:12])[CH:8]=[CH:9][CH:10]=3)[N:6]=2)[C@@H:24]([CH3:29])[C:23]1=[O:30])[C:16]1[CH:17]=[CH:18][CH:19]=[CH:20][CH:21]=1. The catalyst class is: 18. (3) Reactant: [CH:1]([C:4]1[C:9](=[O:10])[NH:8][C:7](=[O:11])[NH:6][C:5]=1[C:12]([C:14]1[CH:15]=[C:16]([CH:21]=[CH:22][C:23]#[N:24])[CH:17]=[C:18]([CH3:20])[CH:19]=1)=[O:13])([CH3:3])[CH3:2].C(=O)([O-])[O-].[K+].[K+].[I-].[Li+].Br[CH2:34][CH:35]1[CH2:37][CH2:36]1. Product: [CH:35]1([CH2:34][N:6]2[C:5]([C:12]([C:14]3[CH:15]=[C:16]([CH:21]=[CH:22][C:23]#[N:24])[CH:17]=[C:18]([CH3:20])[CH:19]=3)=[O:13])=[C:4]([CH:1]([CH3:3])[CH3:2])[C:9](=[O:10])[NH:8][C:7]2=[O:11])[CH2:37][CH2:36]1. The catalyst class is: 3. (4) Reactant: [OH:1][C:2]1[CH:3]=[C:4]([CH:7]=[CH:8][CH:9]=1)[CH:5]=O.CC(O)C.Cl.[NH2:15][OH:16]. Product: [OH:1][C:2]1[CH:3]=[C:4]([CH:7]=[CH:8][CH:9]=1)[CH:5]=[N:15][OH:16]. The catalyst class is: 17. (5) Reactant: [CH2:1]([N:3]1[C:7]2[N:8]=[C:9]([C:18]3[CH:23]=[CH:22][C:21]([NH:24][C:25]([NH:27][C:28]4[CH:36]=[CH:35][C:31]([C:32](O)=[O:33])=[CH:30][CH:29]=4)=[O:26])=[CH:20][CH:19]=3)[N:10]=[C:11]([N:12]3[CH2:17][CH2:16][O:15][CH2:14][CH2:13]3)[C:6]=2[N:5]=[N:4]1)[CH3:2].[CH3:37][N:38]([CH3:42])[CH2:39][CH2:40][NH2:41].CCN(CC)CC.C1C=CC2N(O)N=NC=2C=1.CCN=C=NCCCN(C)C. Product: [CH3:37][N:38]([CH3:42])[CH2:39][CH2:40][NH:41][C:32](=[O:33])[C:31]1[CH:35]=[CH:36][C:28]([NH:27][C:25](=[O:26])[NH:24][C:21]2[CH:20]=[CH:19][C:18]([C:9]3[N:10]=[C:11]([N:12]4[CH2:17][CH2:16][O:15][CH2:14][CH2:13]4)[C:6]4[N:5]=[N:4][N:3]([CH2:1][CH3:2])[C:7]=4[N:8]=3)=[CH:23][CH:22]=2)=[CH:29][CH:30]=1. The catalyst class is: 1. (6) Reactant: [NH2:1][OH:2].[C:3]([C:5]1[CH:10]=[CH:9][C:8]([NH:11][C:12](=[O:14])[CH3:13])=[C:7]([CH2:15][CH3:16])[CH:6]=1)#[N:4]. Product: [NH2:4]/[C:3](=[N:1]/[OH:2])/[C:5]1[CH:10]=[CH:9][C:8]([NH:11][C:12](=[O:14])[CH3:13])=[C:7]([CH2:15][CH3:16])[CH:6]=1. The catalyst class is: 14.